Dataset: Peptide-MHC class II binding affinity with 134,281 pairs from IEDB. Task: Regression. Given a peptide amino acid sequence and an MHC pseudo amino acid sequence, predict their binding affinity value. This is MHC class II binding data. (1) The peptide sequence is TARRHLAEGKVDTGV. The MHC is DRB5_0101 with pseudo-sequence DRB5_0101. The binding affinity (normalized) is 0.552. (2) The peptide sequence is ASNPNYLAILVKYVD. The MHC is DRB1_1201 with pseudo-sequence DRB1_1201. The binding affinity (normalized) is 0.776. (3) The peptide sequence is GLNITGVTCGPGHGI. The MHC is HLA-DQA10101-DQB10501 with pseudo-sequence HLA-DQA10101-DQB10501. The binding affinity (normalized) is 0. (4) The peptide sequence is NAGFKAAVAAAAVVP. The MHC is HLA-DQA10101-DQB10501 with pseudo-sequence HLA-DQA10101-DQB10501. The binding affinity (normalized) is 0.156.